From a dataset of Catalyst prediction with 721,799 reactions and 888 catalyst types from USPTO. Predict which catalyst facilitates the given reaction. (1) Reactant: [CH3:1][C@@:2]12[CH2:10][CH2:9][CH2:8][C:7]([CH3:12])([CH3:11])[C@@H:6]1[CH2:5][C:4]([C:13]([OH:15])=O)=[CH:3]2.C([N:18](CC)CC)C.ClC(OCC(C)C)=O.[OH-].[NH4+]. Product: [CH3:1][C@@:2]12[CH2:10][CH2:9][CH2:8][C:7]([CH3:12])([CH3:11])[C@@H:6]1[CH2:5][C:4]([C:13]([NH2:18])=[O:15])=[CH:3]2. The catalyst class is: 7. (2) Reactant: Br[C:2]1[CH:3]=[C:4]([CH:8]=[CH:9][C:10]=1[CH3:11])[C:5]([OH:7])=[O:6].[Li]CCCC.[B:17](OC)([O:20]C)[O:18]C. Product: [B:17]([C:2]1[CH:3]=[C:4]([CH:8]=[CH:9][C:10]=1[CH3:11])[C:5]([OH:7])=[O:6])([OH:20])[OH:18]. The catalyst class is: 1. (3) Product: [CH:1]1([N:4]2[C:8](=[O:9])[N:7]([CH2:10][C:11]([NH:39][C:40]([C:45]3[CH:50]=[CH:49][CH:48]=[C:47]([C:51]([F:52])([F:53])[F:54])[CH:46]=3)([CH3:44])[C:41]([NH2:43])=[O:42])=[O:12])[N:6]=[C:5]2[C:14]2[CH:19]=[CH:18][CH:17]=[CH:16][C:15]=2[O:20][C:21]([F:23])([F:24])[F:22])[CH2:3][CH2:2]1. Reactant: [CH:1]1([N:4]2[C:8](=[O:9])[N:7]([CH2:10][C:11](O)=[O:12])[N:6]=[C:5]2[C:14]2[CH:19]=[CH:18][CH:17]=[CH:16][C:15]=2[O:20][C:21]([F:24])([F:23])[F:22])[CH2:3][CH2:2]1.C(Cl)CCl.C1C=CC2N(O)N=NC=2C=1.[NH2:39][C:40]([C:45]1[CH:50]=[CH:49][CH:48]=[C:47]([C:51]([F:54])([F:53])[F:52])[CH:46]=1)([CH3:44])[C:41]([NH2:43])=[O:42]. The catalyst class is: 3. (4) Reactant: [C:1]1([CH2:7][CH2:8][CH2:9][NH2:10])[CH:6]=[CH:5][CH:4]=[CH:3][CH:2]=1.[Li]CCCC.C([O:18][C:19](=O)[C:20]1[CH:25]=[C:24]([C:26]2[CH:31]=[CH:30][CH:29]=[C:28]([Cl:32])[CH:27]=2)[C:23]([O:33][CH2:34][CH2:35][OH:36])=[C:22]([C:37]2[CH:42]=[CH:41][CH:40]=[C:39]([Cl:43])[CH:38]=2)[CH:21]=1)C. The catalyst class is: 1. Product: [C:1]1([CH2:7][CH2:8][CH2:9][NH:10][C:19](=[O:18])[C:20]2[CH:21]=[C:22]([C:37]3[CH:42]=[CH:41][CH:40]=[C:39]([Cl:43])[CH:38]=3)[C:23]([O:33][CH2:34][CH2:35][OH:36])=[C:24]([C:26]3[CH:31]=[CH:30][CH:29]=[C:28]([Cl:32])[CH:27]=3)[CH:25]=2)[CH:6]=[CH:5][CH:4]=[CH:3][CH:2]=1. (5) Reactant: C(OC(=O)[NH:7][CH2:8][C:9]1[C:14]([C:15]2[CH:20]=[CH:19][C:18]([Cl:21])=[CH:17][C:16]=2[Cl:22])=[CH:13][N:12]2[C:23]([NH2:26])=[N:24][N:25]=[C:11]2[CH:10]=1)(C)(C)C.C(O)(C(F)(F)F)=O. Product: [NH2:7][CH2:8][C:9]1[C:14]([C:15]2[CH:20]=[CH:19][C:18]([Cl:21])=[CH:17][C:16]=2[Cl:22])=[CH:13][N:12]2[C:23]([NH2:26])=[N:24][N:25]=[C:11]2[CH:10]=1. The catalyst class is: 2. (6) Reactant: [Br:1][C:2]1[CH:16]=[C:15](/[CH:17]=[CH:18]/[CH:19]([C:24]2[CH:29]=[C:28]([Cl:30])[C:27]([Cl:31])=[C:26]([Cl:32])[CH:25]=2)[C:20]([F:23])([F:22])[F:21])[CH:14]=[CH:13][C:3]=1[C:4]([NH:6][CH:7]1[CH2:12][CH2:11][NH:10][CH2:9][CH2:8]1)=[O:5].Br[CH2:34][C:35]#[N:36]. Product: [Br:1][C:2]1[CH:16]=[C:15](/[CH:17]=[CH:18]/[CH:19]([C:24]2[CH:25]=[C:26]([Cl:32])[C:27]([Cl:31])=[C:28]([Cl:30])[CH:29]=2)[C:20]([F:23])([F:21])[F:22])[CH:14]=[CH:13][C:3]=1[C:4]([NH:6][CH:7]1[CH2:12][CH2:11][N:10]([CH2:34][C:35]#[N:36])[CH2:9][CH2:8]1)=[O:5]. The catalyst class is: 1. (7) Reactant: [Br:1][C:2]1[CH:3]=[C:4]([CH:9]([C:11]2[CH:16]=[CH:15][C:14]([F:17])=[CH:13][C:12]=2[O:18][C:19]([F:24])([F:23])[CH:20]([F:22])[F:21])[OH:10])[CH:5]=[CH:6][C:7]=1[F:8]. Product: [Br:1][C:2]1[CH:3]=[C:4]([C:9]([C:11]2[CH:16]=[CH:15][C:14]([F:17])=[CH:13][C:12]=2[O:18][C:19]([F:23])([F:24])[CH:20]([F:21])[F:22])=[O:10])[CH:5]=[CH:6][C:7]=1[F:8]. The catalyst class is: 704.